Dataset: Reaction yield outcomes from USPTO patents with 853,638 reactions. Task: Predict the reaction yield, written as a fraction of the theoretical maximum amount of product (1.0 means a 100% yield; for example, 0.34 means a 34% yield). (1) The reactants are Cl.C(O[C:5]([C:7]1[CH:8]=[C:9]2[C:13](=[CH:14][CH:15]=1)[NH:12][N:11]=[C:10]2[C:16]1[CH:21]=[CH:20][C:19]([F:22])=[CH:18][CH:17]=1)=[NH:6])C.C(N(CC)CC)C.[C:30]([NH:38][NH2:39])(=O)[C:31]1[CH:36]=[CH:35][CH:34]=[CH:33][CH:32]=1. No catalyst specified. The product is [F:22][C:19]1[CH:18]=[CH:17][C:16]([C:10]2[C:9]3[C:13](=[CH:14][CH:15]=[C:7]([C:5]4[NH:6][C:30]([C:31]5[CH:36]=[CH:35][CH:34]=[CH:33][CH:32]=5)=[N:38][N:39]=4)[CH:8]=3)[NH:12][N:11]=2)=[CH:21][CH:20]=1. The yield is 0.480. (2) The catalyst is N1C=CC=CC=1. The reactants are [F:1][C:2]1[CH:3]=[C:4]([CH:19]=[CH:20][CH:21]=1)[CH2:5][O:6][C:7]1[CH:15]=[CH:14][CH:13]=[C:9]([C:10]([OH:12])=O)[C:8]=1[C:16]([OH:18])=O.Cl.[NH2:23][CH:24]1[CH2:30][CH2:29][C:28](=[O:31])[NH:27][C:25]1=[O:26]. The yield is 0.890. The product is [F:1][C:2]1[CH:3]=[C:4]([CH:19]=[CH:20][CH:21]=1)[CH2:5][O:6][C:7]1[CH:15]=[CH:14][CH:13]=[C:9]2[C:8]=1[C:16](=[O:18])[N:23]([CH:24]1[CH2:30][CH2:29][C:28](=[O:31])[NH:27][C:25]1=[O:26])[C:10]2=[O:12]. (3) The reactants are [Cl:1][C:2]1[CH:7]=[CH:6][C:5]([CH:8]2[C:17]3[CH:16]=[C:15]([C:18]4[CH:23]=[CH:22][N:21]=[CH:20][CH:19]=4)[S:14][C:13]=3[CH:12]([OH:24])[CH2:11][CH2:10][CH2:9]2)=[CH:4][CH:3]=1.C(Cl)Cl.CC(OI1(OC(C)=O)(OC(C)=O)OC(=O)C2C=CC=CC1=2)=O.C([O-])(O)=O.[Na+]. No catalyst specified. The product is [Cl:1][C:2]1[CH:7]=[CH:6][C:5]([CH:8]2[C:17]3[CH:16]=[C:15]([C:18]4[CH:19]=[CH:20][N:21]=[CH:22][CH:23]=4)[S:14][C:13]=3[C:12](=[O:24])[CH2:11][CH2:10][CH2:9]2)=[CH:4][CH:3]=1. The yield is 0.500.